This data is from Retrosynthesis with 50K atom-mapped reactions and 10 reaction types from USPTO. The task is: Predict the reactants needed to synthesize the given product. Given the product Cc1ccc(CC(=O)Nn2nc(N3CCOCC3)c3ccccc3c2=O)cc1, predict the reactants needed to synthesize it. The reactants are: Cc1ccc(CC(=O)O)cc1.Nn1nc(N2CCOCC2)c2ccccc2c1=O.